Dataset: Reaction yield outcomes from USPTO patents with 853,638 reactions. Task: Predict the reaction yield, written as a fraction of the theoretical maximum amount of product (1.0 means a 100% yield; for example, 0.34 means a 34% yield). The product is [Cl:33][C:31]1[CH:30]=[CH:29][C:28]([C:9]2[N:13]3[C:14]4[N:22]=[C:21]([O:23][CH3:24])[CH:20]=[CH:19][C:15]=4[N:16]=[C:17]([CH3:18])[C:12]3=[C:11]([CH3:25])[N:10]=2)=[C:27]([CH3:26])[CH:32]=1. The yield is 0.510. No catalyst specified. The reactants are ClC1C=C([C:9]2[N:13]3[C:14]4[N:22]=[C:21]([O:23][CH3:24])[CH:20]=[CH:19][C:15]=4[N:16]=[C:17]([CH3:18])[C:12]3=[C:11]([CH3:25])[N:10]=2)C=C(Cl)C=1.[CH3:26][C:27]1[CH:32]=[C:31]([Cl:33])[CH:30]=[CH:29][C:28]=1B(O)O.